Dataset: Catalyst prediction with 721,799 reactions and 888 catalyst types from USPTO. Task: Predict which catalyst facilitates the given reaction. (1) Reactant: C([O:5][C:6](=[O:19])[C:7]([S:10][C:11]1[S:12][CH:13]=[C:14]([CH2:16][CH2:17]O)[N:15]=1)([CH3:9])[CH3:8])(C)(C)C.[NH2:20][C:21]1[CH:26]=[CH:25][N:24]=[CH:23][CH:22]=1.[ClH:27].O1[CH2:33][CH2:32]OCC1. Product: [ClH:27].[CH2:23]([N:20]([C:21]1[CH:26]=[CH:25][N:24]=[CH:23][CH:22]=1)[CH2:17][CH2:16][C:14]1[N:15]=[C:11]([S:10][C:7]([CH3:8])([CH3:9])[C:6]([OH:5])=[O:19])[S:12][CH:13]=1)[CH2:22][CH2:21][CH2:26][CH2:25][CH2:32][CH3:33]. The catalyst class is: 12. (2) The catalyst class is: 28. Product: [C:1]([C:5]([C:8]([O:11][C:12]([C:15]([CH2:18][CH2:19][OH:24])([F:17])[F:16])([F:14])[F:13])([F:10])[F:9])([F:7])[F:6])([F:4])([F:3])[F:2]. Reactant: [C:1]([C:5]([C:8]([O:11][C:12]([C:15]([CH2:18][CH2:19]I)([F:17])[F:16])([F:14])[F:13])([F:10])[F:9])([F:7])[F:6])([F:4])([F:3])[F:2].CNC=[O:24].O. (3) Product: [NH2:11][C:3]1[C:2]([F:1])=[CH:9][C:8]([F:10])=[CH:7][C:4]=1[C:5]([NH2:6])=[O:18]. The catalyst class is: 693. Reactant: [F:1][C:2]1[C:3]([N+:11]([O-])=O)=[C:4]([CH:7]=[C:8]([F:10])[CH:9]=1)[C:5]#[N:6].[Cl-].[NH4+].C([OH:18])C. (4) Reactant: [Br:1][C:2]1[C:10]([NH:11][S:12]([CH3:15])(=[O:14])=[O:13])=[CH:9][C:8]2[C:4](=[C:5]([C:23]([NH:25][CH3:26])=[O:24])[N:6]([C:16]3[CH:21]=[CH:20][C:19]([F:22])=[CH:18][CH:17]=3)[N:7]=2)[CH:3]=1.[C:27]([O-])([O-])=O.[K+].[K+].CI. Product: [Br:1][C:2]1[C:10]([N:11]([CH3:27])[S:12]([CH3:15])(=[O:13])=[O:14])=[CH:9][C:8]2[C:4](=[C:5]([C:23]([NH:25][CH3:26])=[O:24])[N:6]([C:16]3[CH:17]=[CH:18][C:19]([F:22])=[CH:20][CH:21]=3)[N:7]=2)[CH:3]=1. The catalyst class is: 3. (5) Reactant: [CH2:1]([SH:8])[C:2]1[CH:7]=[CH:6][CH:5]=[CH:4][CH:3]=1.C(N(CC)CC)C.Br[CH2:17][C:18]([CH:20]1[CH2:22][CH2:21]1)=[O:19]. Product: [CH2:1]([S:8][CH2:17][C:18]([CH:20]1[CH2:22][CH2:21]1)=[O:19])[C:2]1[CH:7]=[CH:6][CH:5]=[CH:4][CH:3]=1. The catalyst class is: 2.